Dataset: Reaction yield outcomes from USPTO patents with 853,638 reactions. Task: Predict the reaction yield, written as a fraction of the theoretical maximum amount of product (1.0 means a 100% yield; for example, 0.34 means a 34% yield). The reactants are [CH3:1][C:2]1[N:7]=[CH:6][C:5](N2C=CC=CC2=O)=[CH:4][CH:3]=1.C(O[N:23]1[CH:28]=[CH:27][CH:26]=[CH:25][C:24]1=[O:29])C1C=CC=CC=1.Br[C:31]1[CH:39]=[C:38]2[C:34]([C:35]3[CH2:47][CH2:46][N:45]4[CH:41]([CH2:42][CH2:43][CH2:44]4)[C:36]=3[N:37]2[CH3:40])=CC=1.[ClH:48].CCO[CH2:52][CH3:53]. The catalyst is CO. The product is [ClH:48].[CH3:40][N:37]1[C:36]2[C:35](=[CH:34][CH:38]=[C:39]([N:23]3[CH:28]=[CH:27][C:26]([C:5]4[CH:6]=[N:7][C:2]([CH3:1])=[CH:3][CH:4]=4)=[CH:25][C:24]3=[O:29])[CH:31]=2)[C:47]2[CH2:46][N:45]3[CH:44]([CH2:52][C:53]1=2)[CH2:43][CH2:42][CH2:41]3. The yield is 0.810.